Dataset: Cav3 T-type calcium channel HTS with 100,875 compounds. Task: Binary Classification. Given a drug SMILES string, predict its activity (active/inactive) in a high-throughput screening assay against a specified biological target. (1) The molecule is [nH]1nc(c2C(CCC(c12)C(C)C)C)c1ccccc1. The result is 0 (inactive). (2) The compound is O=C1N(C(=O)c2c1c(NC(=O)C)ccc2)c1ccc(cc1)C. The result is 0 (inactive). (3) The compound is S(=O)(=O)(N1CCOCC1)c1ccc(cc1)C(=O)Nc1cc(F)ccc1. The result is 0 (inactive). (4) The molecule is s1c(Nc2cccnc2)nc(c2ccncc2)c1. The result is 0 (inactive). (5) The drug is S(c1n(c2c(n(c(=O)n(c2=O)C)C)n1)Cc1ccccc1)Cc1cccnc1. The result is 0 (inactive). (6) The drug is S(=O)(=O)(Nc1c(n(n(c1=O)c1ccccc1)C)C)c1c(cc(F)cc1)C. The result is 0 (inactive).